This data is from Full USPTO retrosynthesis dataset with 1.9M reactions from patents (1976-2016). The task is: Predict the reactants needed to synthesize the given product. Given the product [C:17]([C:14]1[CH:13]=[CH:12][C:11]([C:10]2[C:9]([C:21]#[N:22])=[C:8]([S:23][CH3:24])[O:7][C:6]=2[C:4]([OH:5])=[O:3])=[CH:16][CH:15]=1)([CH3:20])([CH3:18])[CH3:19], predict the reactants needed to synthesize it. The reactants are: C([O:3][C:4]([C:6]1[O:7][C:8]([S:23][CH3:24])=[C:9]([C:21]#[N:22])[C:10]=1[C:11]1[CH:16]=[CH:15][C:14]([C:17]([CH3:20])([CH3:19])[CH3:18])=[CH:13][CH:12]=1)=[O:5])C.[OH-].[Li+].Cl.